This data is from Reaction yield outcomes from USPTO patents with 853,638 reactions. The task is: Predict the reaction yield, written as a fraction of the theoretical maximum amount of product (1.0 means a 100% yield; for example, 0.34 means a 34% yield). (1) The reactants are C[N:2]1[CH2:8][CH:7]=[C:6](C2C=CC(C)=CC=2)[C:5]2[CH:16]=[CH:17][C:18](N3CCN(C4N=CC=CN=4)CC3)=[CH:19][C:4]=2[CH2:3]1. The catalyst is C(O)C.[OH-].[Pd+2].[OH-]. The product is [NH:2]1[C:3]2[CH:4]=[CH:19][CH:18]=[CH:17][C:16]=2[CH:5]=[CH:6][CH:7]=[CH:8]1. The yield is 0.420. (2) The reactants are [OH:1][CH:2]1[C:11]2[C:6](=[CH:7][CH:8]=[C:9](B(O)O)[CH:10]=2)[O:5][C:4]([CH3:16])([CH3:15])[CH2:3]1.Br[C:18]1[C:23](=[O:24])[N:22]([CH2:25][C:26]2[CH:31]=[CH:30][C:29]([C:32]3[C:33]([C:38]#[N:39])=[CH:34][CH:35]=[CH:36][CH:37]=3)=[CH:28][CH:27]=2)[C:21]([CH2:40][CH2:41][CH3:42])=[N:20][C:19]=1[CH3:43]. The yield is 0.760. The product is [OH:1][CH:2]1[C:11]2[C:6](=[CH:7][CH:8]=[C:9]([C:18]3[C:23](=[O:24])[N:22]([CH2:25][C:26]4[CH:27]=[CH:28][C:29]([C:32]5[C:33]([C:38]#[N:39])=[CH:34][CH:35]=[CH:36][CH:37]=5)=[CH:30][CH:31]=4)[C:21]([CH2:40][CH2:41][CH3:42])=[N:20][C:19]=3[CH3:43])[CH:10]=2)[O:5][C:4]([CH3:16])([CH3:15])[CH2:3]1. The catalyst is O1CCOCC1.C(=O)([O-])[O-].[Cs+].[Cs+].C(OCC)(=O)C.C1C=CC(P(C2C=CC=CC=2)[C-]2C=CC=C2)=CC=1.C1C=CC(P(C2C=CC=CC=2)[C-]2C=CC=C2)=CC=1.Cl[Pd]Cl.[Fe+2].